Predict which catalyst facilitates the given reaction. From a dataset of Catalyst prediction with 721,799 reactions and 888 catalyst types from USPTO. (1) Reactant: C([Al](Cl)Cl)C.CCCCCC.C[C:13]1[CH2:18][CH2:17][CH2:16][C:15](C)(C)[C:14]=1[CH2:21][CH2:22][CH2:23][CH:24]=[O:25].Cl. Product: [C:24]1([OH:25])[C:13]2[C:14](=[CH:15][CH:16]=[CH:17][CH:18]=2)[CH:21]=[CH:22][CH:23]=1. The catalyst class is: 158. (2) Reactant: [C:1]([CH:3]([N:17]([CH3:25])[C:18](=[O:24])[O:19][C:20]([CH3:23])([CH3:22])[CH3:21])[CH2:4][CH2:5][C:6]([CH3:16])([CH3:15])[CH2:7][O:8][CH:9]1[CH2:14][CH2:13][CH2:12][CH2:11][O:10]1)#[N:2].[NH2:26][OH:27]. Product: [NH2:2]/[C:1](=[N:26]\[OH:27])/[CH:3]([N:17]([CH3:25])[C:18](=[O:24])[O:19][C:20]([CH3:23])([CH3:22])[CH3:21])[CH2:4][CH2:5][C:6]([CH3:16])([CH3:15])[CH2:7][O:8][CH:9]1[CH2:14][CH2:13][CH2:12][CH2:11][O:10]1. The catalyst class is: 5. (3) Reactant: [H-].[Na+].[CH3:3][CH2:4][O:5][C:6]([CH:8](P(OCC)(OCC)=O)[F:9])=[O:7].[C:18]([C:21]1[O:25][C:24]2[C:26]([C:30]3[CH:35]=[C:34]([CH2:36][CH3:37])[CH:33]=[C:32]([C:38]([CH3:41])([CH3:40])[CH3:39])[C:31]=3[O:42][CH2:43][CH2:44][CH3:45])=[CH:27][CH:28]=[CH:29][C:23]=2[CH:22]=1)(=O)[CH3:19].O. Product: [CH2:4]([O:5][C:6](=[O:7])[C:8]([F:9])=[C:18]([C:21]1[O:25][C:24]2[C:26]([C:30]3[CH:35]=[C:34]([CH2:36][CH3:37])[CH:33]=[C:32]([C:38]([CH3:41])([CH3:40])[CH3:39])[C:31]=3[O:42][CH2:43][CH2:44][CH3:45])=[CH:27][CH:28]=[CH:29][C:23]=2[CH:22]=1)[CH3:19])[CH3:3]. The catalyst class is: 3. (4) Reactant: F[C:2]1[CH:9]=[C:8]([N+:10]([O-:12])=[O:11])[CH:7]=[CH:6][C:3]=1[CH:4]=O.Cl.[C:14]([NH2:17])(=[NH:16])[CH3:15]. Product: [CH3:15][C:14]1[N:17]=[CH:4][C:3]2[C:2](=[CH:9][C:8]([N+:10]([O-:12])=[O:11])=[CH:7][CH:6]=2)[N:16]=1. The catalyst class is: 10. (5) Reactant: [Cl-].[Ca+2].[Cl-].[BH4-].[Na+].[Br:6][C:7]1[CH:8]=[N:9][C:10]([Cl:17])=[C:11]([CH:16]=1)[C:12](OC)=[O:13].Cl. The catalyst class is: 199. Product: [Br:6][C:7]1[CH:16]=[C:11]([CH2:12][OH:13])[C:10]([Cl:17])=[N:9][CH:8]=1. (6) Reactant: [O-:1][N+:2]1[CH:7]=[CH:6][CH:5]=[CH:4][C:3]=1[C:8]1[CH:9]=[CH:10][C:11]2[C:12]3[N:26](C4CCCCO4)[N:25]=[CH:24][C:13]=3[C:14](=[O:23])[N:15]([CH2:18][C:19]([F:22])([F:21])[F:20])[C:16]=2[CH:17]=1.[O-][N+]1C=CC=CC=1C1C=CC2C3NN(C4CCCCO4)CC=3C(=O)N(CC(F)(F)F)C=2C=1.[ClH:65]. Product: [ClH:65].[O-:1][N+:2]1[CH:7]=[CH:6][CH:5]=[CH:4][C:3]=1[C:8]1[CH:9]=[CH:10][C:11]2[C:12]3[NH:26][N:25]=[CH:24][C:13]=3[C:14](=[O:23])[N:15]([CH2:18][C:19]([F:22])([F:20])[F:21])[C:16]=2[CH:17]=1. The catalyst class is: 12. (7) Reactant: [CH2:1]([Si:3]([C:8]#[C:9][C@:10]1([CH2:31][O:32][CH2:33][C:34]2[CH:39]=[CH:38][CH:37]=[CH:36][CH:35]=2)[O:18][CH:13](OC(=O)C)[C@H:12]([O:19][C:20](=[O:22])[CH3:21])[C@@H:11]1[O:23][CH2:24][C:25]1[CH:30]=[CH:29][CH:28]=[CH:27][CH:26]=1)([CH2:6][CH3:7])[CH2:4][CH3:5])[CH3:2].[N:40]1[C:48]([NH2:49])=[C:47]2[C:43]([N:44]=[CH:45][NH:46]2)=[N:42][CH:41]=1.C/C(/O[Si](C)(C)C)=N\[Si](C)(C)C.FC(F)(F)S(O[Si](C)(C)C)(=O)=O.C(=O)([O-])O.[Na+]. Product: [C:20]([O:19][C@@H:12]1[C@H:11]([O:23][CH2:24][C:25]2[CH:26]=[CH:27][CH:28]=[CH:29][CH:30]=2)[C@@:10]([C:9]#[C:8][Si:3]([CH2:6][CH3:7])([CH2:4][CH3:5])[CH2:1][CH3:2])([CH2:31][O:32][CH2:33][C:34]2[CH:39]=[CH:38][CH:37]=[CH:36][CH:35]=2)[O:18][C@H:13]1[N:44]1[C:43]2[N:42]=[CH:41][N:40]=[C:48]([NH2:49])[C:47]=2[N:46]=[CH:45]1)(=[O:22])[CH3:21]. The catalyst class is: 26.